This data is from Catalyst prediction with 721,799 reactions and 888 catalyst types from USPTO. The task is: Predict which catalyst facilitates the given reaction. (1) Reactant: [CH3:1][C:2]([CH2:19][CH2:20][CH:21]=[C:22]([CH3:24])[CH3:23])=[CH:3][CH2:4][O:5][C:6](=[O:18])[CH:7]=[CH:8][C:9]1[C:14]([OH:15])=[CH:13][C:12]([OH:16])=[CH:11][C:10]=1[OH:17].S(Cl)(Cl)=O.CC(=CCC/C(=[CH:37]/[CH2:38][OH:39])/C)C. Product: [CH3:1][C:2]([CH2:19][CH2:20][CH:21]=[C:22]([CH3:24])[CH3:23])=[CH:3][CH2:4][O:5][C:6](=[O:18])[CH:7]=[CH:8][C:9]1[C:10]([O:17][C:4](=[O:5])[CH3:3])=[CH:11][C:12]([O:16][C:14](=[O:15])[CH3:13])=[CH:13][C:14]=1[O:15][C:38](=[O:39])[CH3:37]. The catalyst class is: 11. (2) The catalyst class is: 2. Product: [F:19][C:2]([F:1])([F:18])[C:3]1[CH:4]=[C:5]([CH:9]=[CH:10][C:11]2[CH:16]=[CH:15][N:14]=[C:13]([NH:17][C:20]([NH2:28])=[O:27])[CH:12]=2)[CH:6]=[CH:7][CH:8]=1. Reactant: [F:1][C:2]([F:19])([F:18])[C:3]1[CH:4]=[C:5]([CH:9]=[CH:10][C:11]2[CH:16]=[CH:15][N:14]=[C:13]([NH2:17])[CH:12]=2)[CH:6]=[CH:7][CH:8]=1.[C:20]([N:28]=C=O)(=[O:27])C1C=CC=CC=1.C(O)C.C(=O)([O-])[O-].[K+].[K+].